Dataset: Reaction yield outcomes from USPTO patents with 853,638 reactions. Task: Predict the reaction yield, written as a fraction of the theoretical maximum amount of product (1.0 means a 100% yield; for example, 0.34 means a 34% yield). The reactants are [OH-].[K+].[CH3:3][C@@:4]12[C@H:13]3[CH2:14][CH2:15][C@:16]4([CH3:22])[C:20](=O)[CH2:19][CH2:18][C@H:17]4[C@@H:12]3[CH2:11][CH2:10][C@H:9]1[CH2:8][C@@H:7]([OH:23])[CH2:6][CH2:5]2.O.NN.Cl. The catalyst is C(O)CO. The product is [CH3:22][C@:16]12[CH2:15][CH2:14][C@H:13]3[C@@H:12]([CH2:11][CH2:10][C@@H:9]4[C@:4]3([CH3:3])[CH2:5][CH2:6][C@H:7]([OH:23])[CH2:8]4)[C@@H:17]1[CH2:18][CH2:19][CH2:20]2. The yield is 0.820.